Dataset: Peptide-MHC class I binding affinity with 185,985 pairs from IEDB/IMGT. Task: Regression. Given a peptide amino acid sequence and an MHC pseudo amino acid sequence, predict their binding affinity value. This is MHC class I binding data. (1) The peptide sequence is SLGDPLHQA. The MHC is HLA-B15:01 with pseudo-sequence HLA-B15:01. The binding affinity (normalized) is 0.0847. (2) The peptide sequence is TTSSGDTWI. The MHC is Mamu-A01 with pseudo-sequence Mamu-A01. The binding affinity (normalized) is 0.256. (3) The peptide sequence is KLHLYSHPI. The MHC is HLA-A02:02 with pseudo-sequence HLA-A02:02. The binding affinity (normalized) is 0.716. (4) The peptide sequence is SPADERAVA. The MHC is HLA-A24:03 with pseudo-sequence HLA-A24:03. The binding affinity (normalized) is 0.0847. (5) The peptide sequence is SKVENPGGYCL. The MHC is H-2-Db with pseudo-sequence H-2-Db. The binding affinity (normalized) is 0.170. (6) The peptide sequence is FTNMEAQLIR. The MHC is HLA-B35:01 with pseudo-sequence HLA-B35:01. The binding affinity (normalized) is 0.150. (7) The peptide sequence is ETINEEAADW. The MHC is HLA-B35:03 with pseudo-sequence HLA-B35:03. The binding affinity (normalized) is 0.00295.